Dataset: Catalyst prediction with 721,799 reactions and 888 catalyst types from USPTO. Task: Predict which catalyst facilitates the given reaction. (1) Reactant: [Cl:1][C:2]1[CH:3]=[C:4]2[C:8](=[CH:9][CH:10]=1)[NH:7][CH:6]=[C:5]2[CH2:11][N:12]1[C:20]([C:21]2[N:22]([CH3:26])[CH:23]=[CH:24][N:25]=2)=[C:19]2[C:14]([NH:15][C:16](=[O:29])[N:17]([CH3:28])[C:18]2=[O:27])=[N:13]1.Br[CH2:31][C:32]1[CH:37]=[CH:36][CH:35]=[CH:34][C:33]=1[CH3:38].C1CCN2C(=NCCC2)CC1. Product: [Cl:1][C:2]1[CH:3]=[C:4]2[C:8](=[CH:9][CH:10]=1)[NH:7][CH:6]=[C:5]2[CH2:11][N:12]1[C:20]([C:21]2[N:22]([CH3:26])[CH:23]=[CH:24][N:25]=2)=[C:19]2[C:14]([N:15]([CH2:31][C:32]3[CH:37]=[CH:36][CH:35]=[CH:34][C:33]=3[CH3:38])[C:16](=[O:29])[N:17]([CH3:28])[C:18]2=[O:27])=[N:13]1. The catalyst class is: 3. (2) Reactant: [N-:1]=[N+:2]=[N-:3].[Na+].Br[C@@H:6]([C:8]1[CH:13]=[C:12]([C:14]([F:17])([F:16])[F:15])[CH:11]=[C:10]([C:18]([F:21])([F:20])[F:19])[CH:9]=1)[CH3:7]. Product: [F:15][C:14]([F:16])([F:17])[C:12]1[CH:13]=[C:8]([CH:6]([N:1]=[N+:2]=[N-:3])[CH3:7])[CH:9]=[C:10]([C:18]([F:19])([F:20])[F:21])[CH:11]=1. The catalyst class is: 9. (3) Reactant: [CH3:1][S:2](Cl)(=[O:4])=[O:3].[Br:6][C:7]1[CH:13]=[CH:12][C:10]([NH2:11])=[CH:9][CH:8]=1.N1C=CC=CC=1. Product: [Br:6][C:7]1[CH:13]=[CH:12][C:10]([NH:11][S:2]([CH3:1])(=[O:4])=[O:3])=[CH:9][CH:8]=1. The catalyst class is: 4. (4) Reactant: C(=O)([O-])[O-].[K+].[K+].[C:7]([NH:10][C:11]1[S:15][C:14]2[C:16](=[O:22])[C:17](Br)([Br:20])[CH2:18][CH2:19][C:13]=2[C:12]=1[C:23]([O:25][CH2:26][CH3:27])=[O:24])(=[O:9])[CH3:8]. Product: [C:7]([NH:10][C:11]1[S:15][C:14]2[C:16]([OH:22])=[C:17]([Br:20])[CH:18]=[CH:19][C:13]=2[C:12]=1[C:23]([O:25][CH2:26][CH3:27])=[O:24])(=[O:9])[CH3:8]. The catalyst class is: 127. (5) Reactant: [CH3:1][O:2][CH2:3][CH2:4][O:5][C:6]1[C:7]([CH3:14])=[C:8]([CH:11]=[CH:12][CH:13]=1)[CH:9]=O.[CH:15]1([NH2:18])[CH2:17][CH2:16]1.[BH4-].[Na+].[OH-].[Na+]. Product: [CH:15]1([NH:18][CH2:9][C:8]2[CH:11]=[CH:12][CH:13]=[C:6]([O:5][CH2:4][CH2:3][O:2][CH3:1])[C:7]=2[CH3:14])[CH2:17][CH2:16]1. The catalyst class is: 5. (6) Reactant: [NH2:1][C@@H:2]([C:7]([CH3:10])([CH3:9])[CH3:8])[C:3]([O:5][CH3:6])=[O:4].CCN(C(C)C)C(C)C.[C:20]12([N:30]=[C:31]=[O:32])[CH2:29][CH:24]3[CH2:25][CH:26]([CH2:28][CH:22]([CH2:23]3)[CH2:21]1)[CH2:27]2. Product: [CH3:6][O:5][C:3](=[O:4])[C@@H:2]([NH:1][C:31]([NH:30][C:20]12[CH2:29][CH:24]3[CH2:23][CH:22]([CH2:28][CH:26]([CH2:25]3)[CH2:27]1)[CH2:21]2)=[O:32])[C:7]([CH3:10])([CH3:9])[CH3:8]. The catalyst class is: 2. (7) Reactant: FC(F)(F)C(O)=O.[CH2:8]1[C:17]2[C:12](=[CH:13][C:14]([CH:18]([NH:20][C:21](=[O:23])[CH3:22])[CH3:19])=[CH:15][CH:16]=2)[CH2:11][CH2:10][NH:9]1.Br[CH2:25][C:26]1[CH:31]=[CH:30][C:29]([O:32][CH2:33][CH:34]2[CH2:36][CH2:35]2)=[C:28]([O:37][C:38]([F:41])([F:40])[F:39])[CH:27]=1.C(=O)([O-])[O-].[Cs+].[Cs+].CN(C=O)C. Product: [CH:34]1([CH2:33][O:32][C:29]2[CH:30]=[CH:31][C:26]([CH2:25][N:9]3[CH2:10][CH2:11][C:12]4[C:17](=[CH:16][CH:15]=[C:14]([CH:18]([NH:20][C:21](=[O:23])[CH3:22])[CH3:19])[CH:13]=4)[CH2:8]3)=[CH:27][C:28]=2[O:37][C:38]([F:39])([F:40])[F:41])[CH2:36][CH2:35]1. The catalyst class is: 6.